Dataset: Reaction yield outcomes from USPTO patents with 853,638 reactions. Task: Predict the reaction yield, written as a fraction of the theoretical maximum amount of product (1.0 means a 100% yield; for example, 0.34 means a 34% yield). The reactants are Br[C:2]1[CH:3]=[CH:4][C:5]([F:8])=[N:6][CH:7]=1.[O:9]1[CH2:14][CH2:13][CH:12]([CH:15]=[O:16])[CH2:11][CH2:10]1.C(=O)([O-])[O-].[Cs+].[Cs+].O.CC1(C)C2C(=C(P(C3C=CC=CC=3)C3C=CC=CC=3)C=CC=2)OC2C(P(C3C=CC=CC=3)C3C=CC=CC=3)=CC=CC1=2. The catalyst is O1CCOCC1.CC([O-])=O.CC([O-])=O.[Pd+2]. The product is [F:8][C:5]1[N:6]=[CH:7][C:2]([C:12]2([CH:15]=[O:16])[CH2:13][CH2:14][O:9][CH2:10][CH2:11]2)=[CH:3][CH:4]=1. The yield is 0.235.